Dataset: Reaction yield outcomes from USPTO patents with 853,638 reactions. Task: Predict the reaction yield, written as a fraction of the theoretical maximum amount of product (1.0 means a 100% yield; for example, 0.34 means a 34% yield). (1) The reactants are [CH3:1][O:2][C:3]([C:5]1([C:8]2[CH:13]=[CH:12][C:11]([OH:14])=[C:10]([C:15](=[N:17][OH:18])[CH3:16])[CH:9]=2)[CH2:7][CH2:6]1)=[O:4].[CH3:19][C:20](OC(C)=O)=[O:21]. No catalyst specified. The product is [C:20]([O:18]/[N:17]=[C:15](/[C:10]1[CH:9]=[C:8]([C:5]2([C:3]([O:2][CH3:1])=[O:4])[CH2:7][CH2:6]2)[CH:13]=[CH:12][C:11]=1[OH:14])\[CH3:16])(=[O:21])[CH3:19]. The yield is 0.990. (2) The reactants are [NH2:1][N:2]1[CH:6]=[CH:5][C:4]([CH3:7])=[C:3]1[C:8]([NH:10][C:11]1[CH:16]=[CH:15][CH:14]=[CH:13][CH:12]=1)=[O:9].[C:17]([O:21][C:22]([NH:24][C@@H:25]([CH3:29])[C:26](O)=[O:27])=[O:23])([CH3:20])([CH3:19])[CH3:18]. No catalyst specified. The product is [CH3:7][C:4]1[CH:5]=[CH:6][N:2]([NH:1][C:26](=[O:27])[C@@H:25]([NH:24][C:22](=[O:23])[O:21][C:17]([CH3:19])([CH3:18])[CH3:20])[CH3:29])[C:3]=1[C:8](=[O:9])[NH:10][C:11]1[CH:12]=[CH:13][CH:14]=[CH:15][CH:16]=1. The yield is 0.230. (3) The reactants are [Cl:1][C:2]1[CH:10]=[C:9]2[C:5]([CH:6]=[CH:7][NH:8]2)=[CH:4][C:3]=1B1OCC(C)(C)CO1.[C:19](=[O:22])([O-])[O-].[K+].[K+].Br[C:26]1[CH:31]=[CH:30][C:29]([CH:32]2[CH2:36][CH2:35][CH2:34][N:33]2[CH3:37])=[CH:28][CH:27]=1. The catalyst is O1CCOCC1.CN(C)C=O.C1C=CC(P(C2C=CC=CC=2)[C-]2C=CC=C2)=CC=1.C1C=CC(P(C2C=CC=CC=2)[C-]2C=CC=C2)=CC=1.Cl[Pd]Cl.[Fe+2]. The product is [Cl:1][C:2]1[CH:10]=[C:9]2[C:5]([C:6]([CH:19]=[O:22])=[CH:7][NH:8]2)=[CH:4][C:3]=1[C:26]1[CH:27]=[CH:28][C:29]([CH:32]2[CH2:36][CH2:35][CH2:34][N:33]2[CH3:37])=[CH:30][CH:31]=1. The yield is 0.532. (4) The product is [CH3:1][O:2][C:3]1[CH:8]=[CH:7][C:6]([C:9]2([C:15]([OH:20])=[O:17])[CH2:14][CH2:13][CH2:12][CH2:11][CH2:10]2)=[CH:5][CH:4]=1. The reactants are [CH3:1][O:2][C:3]1[CH:8]=[CH:7][C:6]([C:9]2([C:15]#N)[CH2:14][CH2:13][CH2:12][CH2:11][CH2:10]2)=[CH:5][CH:4]=1.[OH-:17].[Na+].Cl.[OH2:20]. The catalyst is O1CCOCC1.OO. The yield is 0.710.